This data is from NCI-60 drug combinations with 297,098 pairs across 59 cell lines. The task is: Regression. Given two drug SMILES strings and cell line genomic features, predict the synergy score measuring deviation from expected non-interaction effect. (1) Drug 1: CCCCC(=O)OCC(=O)C1(CC(C2=C(C1)C(=C3C(=C2O)C(=O)C4=C(C3=O)C=CC=C4OC)O)OC5CC(C(C(O5)C)O)NC(=O)C(F)(F)F)O. Drug 2: CS(=O)(=O)OCCCCOS(=O)(=O)C. Cell line: T-47D. Synergy scores: CSS=24.7, Synergy_ZIP=0.957, Synergy_Bliss=1.24, Synergy_Loewe=-42.2, Synergy_HSA=-1.73. (2) Drug 1: CC1CCC2CC(C(=CC=CC=CC(CC(C(=O)C(C(C(=CC(C(=O)CC(OC(=O)C3CCCCN3C(=O)C(=O)C1(O2)O)C(C)CC4CCC(C(C4)OC)OCCO)C)C)O)OC)C)C)C)OC. Drug 2: CC1C(C(CC(O1)OC2CC(CC3=C2C(=C4C(=C3O)C(=O)C5=C(C4=O)C(=CC=C5)OC)O)(C(=O)CO)O)N)O.Cl. Cell line: NCI-H460. Synergy scores: CSS=48.7, Synergy_ZIP=0.916, Synergy_Bliss=0.199, Synergy_Loewe=-2.84, Synergy_HSA=4.07.